From a dataset of Forward reaction prediction with 1.9M reactions from USPTO patents (1976-2016). Predict the product of the given reaction. (1) Given the reactants [OH:1][C:2]1[CH:3]=[C:4]([CH:7]=[CH:8][CH:9]=1)[CH:5]=[O:6].C(=O)([O-])[O-].[K+].[K+].[CH:16]1([CH2:19]Cl)[CH2:18][CH2:17]1, predict the reaction product. The product is: [CH:16]1([CH2:19][O:1][C:2]2[CH:3]=[C:4]([CH:7]=[CH:8][CH:9]=2)[CH:5]=[O:6])[CH2:18][CH2:17]1. (2) The product is: [C:3]([NH:8][C@H:9]([C:20]([OH:22])=[O:21])[CH2:10][C:11]1[C:19]2[C:14](=[CH:15][CH:16]=[CH:17][CH:18]=2)[NH:13][CH:12]=1)(=[O:7])/[CH:4]=[CH:5]/[CH3:6]. Given the reactants CO.[C:3]([NH:8][C@H:9]([C:20]([O:22]C)=[O:21])[CH2:10][C:11]1[C:19]2[C:14](=[CH:15][CH:16]=[CH:17][CH:18]=2)[NH:13][CH:12]=1)(=[O:7])/[CH:4]=[CH:5]/[CH3:6].[OH-].[Na+], predict the reaction product. (3) Given the reactants [F:1][C:2]1[CH:9]=[CH:8][C:7]([C:10]([F:13])([F:12])[F:11])=[CH:6][C:3]=1[CH:4]=[O:5].[S:14]([CH2:24][N+:25]#[C-:26])([C:17]1[CH:23]=[CH:22][C:20]([CH3:21])=[CH:19][CH:18]=1)(=[O:16])=[O:15].[C-]#N.[Na+], predict the reaction product. The product is: [F:1][C:2]1[CH:9]=[CH:8][C:7]([C:10]([F:11])([F:12])[F:13])=[CH:6][C:3]=1[C@H:4]1[O:5][CH:26]=[N:25][C@@H:24]1[S:14]([C:17]1[CH:23]=[CH:22][C:20]([CH3:21])=[CH:19][CH:18]=1)(=[O:16])=[O:15]. (4) Given the reactants [F:1][CH:2]([F:39])[C:3]1[CH:12]=[C:11]2[C:6]([CH2:7][CH2:8][CH2:9][N:10]2[C:13]2[C:17]3[CH2:18][NH:19][CH2:20][CH2:21][C:16]=3[N:15]([CH:22]3[CH2:27][CH2:26][N:25]([CH2:28][C:29]([F:32])([F:31])[F:30])[CH2:24][CH2:23]3)[N:14]=2)=[CH:5][C:4]=1[C:33]1[CH:34]=[N:35][N:36]([CH3:38])[CH:37]=1.C(N(CC)CC)C.[CH3:47][NH:48][C:49](N1C=CN=C1)=[O:50], predict the reaction product. The product is: [F:39][CH:2]([F:1])[C:3]1[CH:12]=[C:11]2[C:6]([CH2:7][CH2:8][CH2:9][N:10]2[C:13]2[C:17]3[CH2:18][N:19]([C:49]([NH:48][CH3:47])=[O:50])[CH2:20][CH2:21][C:16]=3[N:15]([CH:22]3[CH2:27][CH2:26][N:25]([CH2:28][C:29]([F:31])([F:30])[F:32])[CH2:24][CH2:23]3)[N:14]=2)=[CH:5][C:4]=1[C:33]1[CH:34]=[N:35][N:36]([CH3:38])[CH:37]=1. (5) Given the reactants C(Cl)(=O)C(Cl)=O.[CH2:7]([O:14][C:15]([NH:17][C:18]([CH2:37][OH:38])([CH2:24][CH2:25][CH2:26][CH2:27][B:28]1[O:32][C:31]([CH3:34])([CH3:33])[C:30]([CH3:36])([CH3:35])[O:29]1)[C:19]([O:21][CH2:22][CH3:23])=[O:20])=[O:16])[C:8]1[CH:13]=[CH:12][CH:11]=[CH:10][CH:9]=1.C(N(CC)CC)C, predict the reaction product. The product is: [CH2:7]([O:14][C:15]([NH:17][C:18]([CH:37]=[O:38])([CH2:24][CH2:25][CH2:26][CH2:27][B:28]1[O:32][C:31]([CH3:33])([CH3:34])[C:30]([CH3:36])([CH3:35])[O:29]1)[C:19]([O:21][CH2:22][CH3:23])=[O:20])=[O:16])[C:8]1[CH:9]=[CH:10][CH:11]=[CH:12][CH:13]=1. (6) Given the reactants [NH2:1][C:2]1[CH:7]=[CH:6][C:5]([CH2:8][C:9]([OH:11])=[O:10])=[C:4]([S:12][CH3:13])[CH:3]=1.[CH:14](OCC)(OCC)OCC.[N-:24]=[N+:25]=[N-:26].[Na+], predict the reaction product. The product is: [CH3:13][S:12][C:4]1[CH:3]=[C:2]([N:1]2[CH:14]=[N:26][N:25]=[N:24]2)[CH:7]=[CH:6][C:5]=1[CH2:8][C:9]([OH:11])=[O:10]. (7) Given the reactants [C:1]([O:4][C@H:5]([CH3:25])[CH2:6][CH2:7][CH2:8][CH2:9][N:10]1[C:18](=[O:19])[C:17]2[N:16]3[CH2:20][CH2:21][NH:22][C:15]3=[N:14][C:13]=2[N:12]([CH3:23])[C:11]1=[O:24])(=[O:3])[CH3:2].C(N(C(C)C)CC)(C)C.[CH2:35]([O:37][CH2:38]Cl)[CH3:36], predict the reaction product. The product is: [C:1]([O:4][C@H:5]([CH3:25])[CH2:6][CH2:7][CH2:8][CH2:9][N:10]1[C:18](=[O:19])[C:17]2[N:16]3[CH2:20][CH2:21][N:22]([CH2:38][O:37][CH2:35][CH3:36])[C:15]3=[N:14][C:13]=2[N:12]([CH3:23])[C:11]1=[O:24])(=[O:3])[CH3:2]. (8) Given the reactants Cl.[Cl:2][C:3]1[CH:8]=[C:7]([Cl:9])[CH:6]=[CH:5][C:4]=1[C:10]1[CH:11]=[C:12]([CH:17]=[CH:18][N:19]=1)[C:13]([O:15][CH3:16])=[O:14], predict the reaction product. The product is: [ClH:2].[Cl:2][C:3]1[CH:8]=[C:7]([Cl:9])[CH:6]=[CH:5][C:4]=1[CH:10]1[CH2:11][CH:12]([C:13]([O:15][CH3:16])=[O:14])[CH2:17][CH2:18][NH:19]1. (9) Given the reactants [Cl:1][C:2]1[N:7]=[C:6](Cl)[CH:5]=[C:4]([CH3:9])[N:3]=1.[Cl:10][C:11]1[CH:17]=[CH:16][C:14]([NH2:15])=[CH:13][CH:12]=1.C(N(C(C)C)CC)(C)C, predict the reaction product. The product is: [Cl:1][C:2]1[N:7]=[C:6]([NH:15][C:14]2[CH:16]=[CH:17][C:11]([Cl:10])=[CH:12][CH:13]=2)[CH:5]=[C:4]([CH3:9])[N:3]=1.